This data is from Peptide-MHC class I binding affinity with 185,985 pairs from IEDB/IMGT. The task is: Regression. Given a peptide amino acid sequence and an MHC pseudo amino acid sequence, predict their binding affinity value. This is MHC class I binding data. (1) The peptide sequence is VFSPFGYSF. The MHC is HLA-A68:02 with pseudo-sequence HLA-A68:02. The binding affinity (normalized) is 0.0847. (2) The peptide sequence is ASLAGTHGL. The MHC is Patr-B0101 with pseudo-sequence Patr-B0101. The binding affinity (normalized) is 0.296.